This data is from Forward reaction prediction with 1.9M reactions from USPTO patents (1976-2016). The task is: Predict the product of the given reaction. Given the reactants [NH:1]1[C:5]2=[CH:6][N:7]=[C:8]([NH:10][C:11]3[C:12]4[C:19]5[CH2:20][CH2:21][C@H:22]([C:24]([OH:26])=O)[CH2:23][C:18]=5[S:17][C:13]=4[N:14]=[CH:15][N:16]=3)[CH:9]=[C:4]2[CH:3]=[N:2]1.[CH2:27]([NH:29][CH:30]([CH3:32])[CH3:31])[CH3:28], predict the reaction product. The product is: [CH2:27]([N:29]([CH:30]([CH3:32])[CH3:31])[C:24]([C@H:22]1[CH2:21][CH2:20][C:19]2[C:12]3[C:11]([NH:10][C:8]4[CH:9]=[C:4]5[CH:3]=[N:2][NH:1][C:5]5=[CH:6][N:7]=4)=[N:16][CH:15]=[N:14][C:13]=3[S:17][C:18]=2[CH2:23]1)=[O:26])[CH3:28].